From a dataset of Forward reaction prediction with 1.9M reactions from USPTO patents (1976-2016). Predict the product of the given reaction. (1) Given the reactants [CH2:1]([O:3][C:4](=[O:18])[NH:5][C:6]1[CH:7]=[CH:8][C:9]2[C:15](=[O:16])[CH2:14][CH2:13][CH2:12][CH2:11][C:10]=2[CH:17]=1)[CH3:2].C([Li])CCC.O1C[C@@H]1[CH2:27][NH:28][C:29](=[O:31])[CH3:30], predict the reaction product. The product is: [O:18]=[C:4]1[N:5]([C:6]2[CH:7]=[CH:8][C:9]3[C:15](=[O:16])[CH2:14][CH2:13][CH2:12][CH2:11][C:10]=3[CH:17]=2)[CH2:2][C@H:1]([CH2:27][NH:28][C:29](=[O:31])[CH3:30])[O:3]1. (2) Given the reactants [Cl:1][C:2]1[N:3]=[CH:4][N:5]([CH2:8][C:9]([OH:11])=O)[C:6]=1[Cl:7].[NH2:12][C:13]1[CH:14]=[C:15]([C:19]([C:21]2[C:29]3[CH:28]=[N:27][CH:26]=[N:25][C:24]=3[N:23]([CH:30]([CH3:32])[CH3:31])[CH:22]=2)=[O:20])[CH:16]=[N:17][CH:18]=1.CN(C(ON1N=NC2C=CC=NC1=2)=[N+](C)C)C.F[P-](F)(F)(F)(F)F.CCN(C(C)C)C(C)C, predict the reaction product. The product is: [Cl:1][C:2]1[N:3]=[CH:4][N:5]([CH2:8][C:9]([NH:12][C:13]2[CH:18]=[N:17][CH:16]=[C:15]([C:19]([C:21]3[C:29]4[CH:28]=[N:27][CH:26]=[N:25][C:24]=4[N:23]([CH:30]([CH3:32])[CH3:31])[CH:22]=3)=[O:20])[CH:14]=2)=[O:11])[C:6]=1[Cl:7]. (3) The product is: [C:11]([O:19][C:18]([C:16]1[C:15]2[CH:14]3[CH2:21][CH:11]([CH2:12][CH2:13]3)[C:10]=2[N:9]([C:3]2[CH:4]=[CH:5][C:6]([F:8])=[CH:7][C:2]=2[F:1])[N:17]=1)=[O:20])([CH3:21])([CH3:12])[CH3:10]. Given the reactants [F:1][C:2]1[CH:7]=[C:6]([F:8])[CH:5]=[CH:4][C:3]=1[N:9]1[N:17]=[C:16]([C:18]([OH:20])=[O:19])[C:15]2[CH:14]3[CH2:21][CH:11]([CH2:12][CH2:13]3)[C:10]1=2.B(F)(F)F, predict the reaction product. (4) Given the reactants C([NH:8][C@@:9]([CH3:37])([CH2:35][CH3:36])[C:10]([O:12][C:13]1[CH:18]=[CH:17][C:16]([CH2:19][N:20]([CH2:29][CH:30]2[CH2:33][CH2:32][CH2:31]2)[C:21]([C:23]2[NH:27][N:26]=[C:25]([Cl:28])[CH:24]=2)=[O:22])=[C:15]([F:34])[CH:14]=1)=[O:11])(OC(C)(C)C)=O.[SiH](CC)(CC)CC.C(O)(C(F)(F)F)=O, predict the reaction product. The product is: [NH2:8][C@@:9]([CH3:37])([CH2:35][CH3:36])[C:10]([O:12][C:13]1[CH:18]=[CH:17][C:16]([CH2:19][N:20]([CH2:29][CH:30]2[CH2:31][CH2:32][CH2:33]2)[C:21]([C:23]2[NH:27][N:26]=[C:25]([Cl:28])[CH:24]=2)=[O:22])=[C:15]([F:34])[CH:14]=1)=[O:11].